From a dataset of Full USPTO retrosynthesis dataset with 1.9M reactions from patents (1976-2016). Predict the reactants needed to synthesize the given product. (1) Given the product [CH3:24][N:25]1[C:26](=[O:57])[C:27]([NH:40][C:41]2[CH:46]=[CH:45][C:44]([N:47]3[CH2:52][CH2:51][N:50]([CH:53]4[CH2:54][O:55][CH2:56]4)[CH2:49][CH2:48]3)=[CH:43][N:42]=2)=[CH:28][C:29]([C:2]2[CH:3]=[N:4][CH:5]=[C:6]([N:10]3[C:22](=[O:23])[C:21]4[S:20][C:19]5[CH2:18][CH2:17][CH2:16][CH2:15][C:14]=5[C:13]=4[CH2:12][CH2:11]3)[C:7]=2[CH:8]=[O:9])=[CH:30]1, predict the reactants needed to synthesize it. The reactants are: Br[C:2]1[CH:3]=[N:4][CH:5]=[C:6]([N:10]2[C:22](=[O:23])[C:21]3[S:20][C:19]4[CH2:18][CH2:17][CH2:16][CH2:15][C:14]=4[C:13]=3[CH2:12][CH2:11]2)[C:7]=1[CH:8]=[O:9].[CH3:24][N:25]1[CH:30]=[C:29](B2OC(C)(C)C(C)(C)O2)[CH:28]=[C:27]([NH:40][C:41]2[CH:46]=[CH:45][C:44]([N:47]3[CH2:52][CH2:51][N:50]([CH:53]4[CH2:56][O:55][CH2:54]4)[CH2:49][CH2:48]3)=[CH:43][N:42]=2)[C:26]1=[O:57].[O-]P([O-])([O-])=O.[K+].[K+].[K+].CC([O-])=O.[Na+]. (2) Given the product [CH2:1]([O:5][CH2:6][CH2:7][O:8][C:9]1[CH:14]=[CH:13][C:12]([C:15]2[CH:26]=[N:25][C:24]3[N:23]4[CH2:27][CH2:28][CH2:29][C@H:22]4[CH2:21][CH2:20][C:19]([C:30]([NH:59][C:58]4[CH:60]=[CH:61][C:55]([S@:53]([CH2:52][C:51]5[N:47]([CH2:44][CH2:45][CH3:46])[CH:48]=[N:49][CH:50]=5)=[O:54])=[CH:56][CH:57]=4)=[O:32])=[CH:18][C:17]=3[CH:16]=2)=[CH:11][CH:10]=1)[CH2:2][CH2:3][CH3:4], predict the reactants needed to synthesize it. The reactants are: [CH2:1]([O:5][CH2:6][CH2:7][O:8][C:9]1[CH:14]=[CH:13][C:12]([C:15]2[CH:26]=[N:25][C:24]3[N:23]4[CH2:27][CH2:28][CH2:29][C@H:22]4[CH2:21][CH2:20][C:19]([C:30]([OH:32])=O)=[CH:18][C:17]=3[CH:16]=2)=[CH:11][CH:10]=1)[CH2:2][CH2:3][CH3:4].CN(C=O)C.C(Cl)(=O)C(Cl)=O.[CH2:44]([N:47]1[C:51]([CH2:52][S@@:53]([C:55]2[CH:61]=[CH:60][C:58]([NH2:59])=[CH:57][CH:56]=2)=[O:54])=[CH:50][N:49]=[CH:48]1)[CH2:45][CH3:46]. (3) Given the product [C:11]([OH:13])(=[O:12])[CH3:10].[C:3]([C:5]1[CH:6]=[CH:7][C:8]([O:9][CH:10]([C:15]2[CH:20]=[CH:19][C:18]([O:21][CH:22]([CH3:23])[CH3:24])=[C:17]([O:25][CH2:26][CH3:27])[CH:16]=2)[C:11]([O:13][CH3:14])=[O:12])=[CH:28][CH:29]=1)(=[NH:2])[NH2:4], predict the reactants needed to synthesize it. The reactants are: O[NH:2][C:3]([C:5]1[CH:29]=[CH:28][C:8]([O:9][CH:10]([C:15]2[CH:20]=[CH:19][C:18]([O:21][CH:22]([CH3:24])[CH3:23])=[C:17]([O:25][CH2:26][CH3:27])[CH:16]=2)[C:11]([O:13][CH3:14])=[O:12])=[CH:7][CH:6]=1)=[NH:4].C(OC(=O)C)(=O)C.[H][H]. (4) The reactants are: [NH2:1][C:2]1[C:7]([N+:8]([O-:10])=[O:9])=[CH:6][CH:5]=[C:4]([Br:11])[N:3]=1.[C:12](O[C:12](=[O:15])[CH2:13][CH3:14])(=[O:15])[CH2:13][CH3:14].C(O)(=O)CC.S(=O)(=O)(O)O. Given the product [Br:11][C:4]1[N:3]=[C:2]([NH:1][C:12](=[O:15])[CH2:13][CH3:14])[C:7]([N+:8]([O-:10])=[O:9])=[CH:6][CH:5]=1, predict the reactants needed to synthesize it. (5) Given the product [NH2:18][C:15]1[CH:14]=[CH:13][C:12]([CH2:11][C:10]([NH:9][C:6]2[CH:5]=[CH:4][C:3]([O:2][CH3:1])=[CH:8][CH:7]=2)=[O:21])=[CH:17][CH:16]=1, predict the reactants needed to synthesize it. The reactants are: [CH3:1][O:2][C:3]1[CH:8]=[CH:7][C:6]([NH:9][C:10](=[O:21])[CH2:11][C:12]2[CH:17]=[CH:16][C:15]([N+:18]([O-])=O)=[CH:14][CH:13]=2)=[CH:5][CH:4]=1. (6) Given the product [N:1]1([CH2:7][CH2:8][O:9][C:10](=[O:24])[NH:11][C:12]2[S:13][C:14]3[CH:20]=[C:19]([SH:21])[CH:18]=[CH:17][C:15]=3[N:16]=2)[CH2:6][CH2:5][O:4][CH2:3][CH2:2]1, predict the reactants needed to synthesize it. The reactants are: [N:1]1([CH2:7][CH2:8][O:9][C:10](=[O:24])[NH:11][C:12]2[S:13][C:14]3[CH:20]=[C:19]([S:21]C#N)[CH:18]=[CH:17][C:15]=3[N:16]=2)[CH2:6][CH2:5][O:4][CH2:3][CH2:2]1.SCC(C(CS)O)O. (7) Given the product [P:13]([Cl:16])([Cl:15])([O:9][C:5]1[CH:6]=[C:7]([CH3:8])[C:2]([Cl:1])=[CH:3][C:4]=1[CH:10]([CH3:12])[CH3:11])=[O:14], predict the reactants needed to synthesize it. The reactants are: [Cl:1][C:2]1[C:7]([CH3:8])=[CH:6][C:5]([OH:9])=[C:4]([CH:10]([CH3:12])[CH3:11])[CH:3]=1.[P:13](Cl)([Cl:16])([Cl:15])=[O:14].CCN(CC)CC. (8) Given the product [ClH:1].[CH2:2]([N:9]([C@H:10]([CH2:12][CH:13]([C:14]1[CH:19]=[CH:18][C:17]([O:20][CH3:21])=[CH:16][CH:15]=1)[C:22]1[CH:23]=[CH:24][C:25]([O:28][CH3:29])=[CH:26][CH:27]=1)[CH3:11])[CH2:39][C@H:38]([OH:40])[CH2:37][O:30][C:31]1[CH:36]=[CH:35][CH:34]=[CH:33][CH:32]=1)[C:3]1[CH:4]=[CH:5][CH:6]=[CH:7][CH:8]=1, predict the reactants needed to synthesize it. The reactants are: [ClH:1].[CH2:2]([NH:9][C@H:10]([CH2:12][CH:13]([C:22]1[CH:27]=[CH:26][C:25]([O:28][CH3:29])=[CH:24][CH:23]=1)[C:14]1[CH:19]=[CH:18][C:17]([O:20][CH3:21])=[CH:16][CH:15]=1)[CH3:11])[C:3]1[CH:8]=[CH:7][CH:6]=[CH:5][CH:4]=1.[O:30]([CH2:37][C@H:38]1[O:40][CH2:39]1)[C:31]1[CH:36]=[CH:35][CH:34]=[CH:33][CH:32]=1. (9) Given the product [CH2:19]([S:18][C:17]1[CH:16]=[CH:15][N:14]=[CH:13][C:12]=1[C:10]1[N:2]([CH3:1])[C:3]2=[N:4][CH:5]=[C:6]([C:21]([F:24])([F:23])[F:22])[CH:7]=[C:8]2[N:9]=1)[CH3:20], predict the reactants needed to synthesize it. The reactants are: [CH3:1][NH:2][C:3]1[C:8]([NH:9][C:10]([C:12]2[CH:13]=[N:14][CH:15]=[CH:16][C:17]=2[S:18][CH2:19][CH3:20])=O)=[CH:7][C:6]([C:21]([F:24])([F:23])[F:22])=[CH:5][N:4]=1.C(=O)(O)[O-].[Na+].